This data is from Forward reaction prediction with 1.9M reactions from USPTO patents (1976-2016). The task is: Predict the product of the given reaction. Given the reactants [CH3:1][C:2]1[CH:10]=[CH:9][CH:8]=[CH:7][C:3]=1[C:4]([OH:6])=O.[CH2:11]([NH:13][CH2:14][C:15]([CH2:21][NH:22][C:23]1[CH:31]=[CH:30][CH:29]=[C:28]2[C:24]=1[CH:25]=[N:26][N:27]2[C:32]1[CH:37]=[CH:36][CH:35]=[CH:34][CH:33]=1)([OH:20])[C:16]([F:19])([F:18])[F:17])[CH3:12], predict the reaction product. The product is: [CH2:11]([N:13]([CH2:14][C:15]([OH:20])([CH2:21][NH:22][C:23]1[CH:31]=[CH:30][CH:29]=[C:28]2[C:24]=1[CH:25]=[N:26][N:27]2[C:32]1[CH:33]=[CH:34][CH:35]=[CH:36][CH:37]=1)[C:16]([F:19])([F:18])[F:17])[C:4](=[O:6])[C:3]1[CH:7]=[CH:8][CH:9]=[CH:10][C:2]=1[CH3:1])[CH3:12].